Task: Predict the reactants needed to synthesize the given product.. Dataset: Full USPTO retrosynthesis dataset with 1.9M reactions from patents (1976-2016) (1) Given the product [F:3][C:4]1[CH:9]=[CH:8][C:7]([C:10](=[O:12])[CH3:11])=[C:6]([O:13][CH2:14][O:15][CH3:16])[CH:5]=1, predict the reactants needed to synthesize it. The reactants are: [H-].[Na+].[F:3][C:4]1[CH:9]=[CH:8][C:7]([C:10](=[O:12])[CH3:11])=[C:6]([OH:13])[CH:5]=1.[CH3:14][O:15][CH2:16]Cl.[Cl-].[NH4+]. (2) The reactants are: [CH3:1][N:2]1[C:6]([C:7]2[CH:8]=[C:9]([CH:11]=[C:12]([F:14])[CH:13]=2)[NH2:10])=[CH:5][N:4]=[C:3]1[CH3:15].C(N(CC)CC)C.[C:23]1([C:36](Cl)=[O:37])[C:35]2[CH2:34][C:33]3[C:28](=[CH:29][CH:30]=[CH:31][CH:32]=3)[C:27]=2[CH:26]=[CH:25][CH:24]=1. Given the product [CH3:1][N:2]1[C:6]([C:7]2[CH:8]=[C:9]([NH:10][C:36]([C:23]3[C:35]4[CH2:34][C:33]5[C:28](=[CH:29][CH:30]=[CH:31][CH:32]=5)[C:27]=4[CH:26]=[CH:25][CH:24]=3)=[O:37])[CH:11]=[C:12]([F:14])[CH:13]=2)=[CH:5][N:4]=[C:3]1[CH3:15], predict the reactants needed to synthesize it.